Predict the reactants needed to synthesize the given product. From a dataset of Full USPTO retrosynthesis dataset with 1.9M reactions from patents (1976-2016). (1) Given the product [F:23][C:2]([F:1])([F:22])[C:3]1[CH:4]=[C:5]([CH:19]=[CH:20][CH:21]=1)[CH2:6][NH:7][C:8]([C:10]1[C:11]2[CH:12]=[N:13][N:14]([C:34]3[CH:35]=[CH:36][C:31]([F:30])=[CH:32][CH:33]=3)[C:15]=2[CH:16]=[CH:17][CH:18]=1)=[O:9], predict the reactants needed to synthesize it. The reactants are: [F:1][C:2]([F:23])([F:22])[C:3]1[CH:4]=[C:5]([CH:19]=[CH:20][CH:21]=1)[CH2:6][NH:7][C:8]([C:10]1[C:11]2[CH:12]=[N:13][NH:14][C:15]=2[CH:16]=[CH:17][CH:18]=1)=[O:9].C(=O)([O-])[O-].[K+].[K+].[F:30][C:31]1[CH:36]=[CH:35][C:34](I)=[CH:33][CH:32]=1.CN[C@@H]1CCCC[C@H]1NC. (2) Given the product [Cl:16][C:17]1[C:25]([C:26]([F:27])([F:28])[F:29])=[CH:24][CH:23]=[CH:22][C:18]=1[C:19]([NH:15][C@@H:8]([C:9]1[CH:14]=[CH:13][CH:12]=[CH:11][CH:10]=1)[CH2:7][N:3]1[CH2:4][CH2:5][CH2:6][CH:2]1[CH3:1])=[O:20], predict the reactants needed to synthesize it. The reactants are: [CH3:1][CH:2]1[CH2:6][CH2:5][CH2:4][N:3]1[CH2:7][C@@H:8]([NH2:15])[C:9]1[CH:14]=[CH:13][CH:12]=[CH:11][CH:10]=1.[Cl:16][C:17]1[C:25]([C:26]([F:29])([F:28])[F:27])=[CH:24][CH:23]=[CH:22][C:18]=1[C:19](O)=[O:20]. (3) Given the product [CH3:1][C@H:2]1[C@:19]([OH:24])([C:20]([CH2:22][O:23][C:29]([CH2:30][CH2:31][C:32]([OH:34])=[O:33])=[O:35])=[O:21])[C@:18]2([CH3:25])[C@H:4]([C@H:5]3[C@:15]([F:27])([C@@H:16]([OH:26])[CH2:17]2)[C@:14]2([CH3:28])[C:8](=[CH:9][C:10]([CH:12]=[CH:13]2)=[O:11])[CH2:7][CH2:6]3)[CH2:3]1, predict the reactants needed to synthesize it. The reactants are: [CH3:1][C@H:2]1[C@:19]([OH:24])([C:20]([CH2:22][OH:23])=[O:21])[C@:18]2([CH3:25])[C@H:4]([C@H:5]3[C@:15]([F:27])([C@@H:16]([OH:26])[CH2:17]2)[C@:14]2([CH3:28])[C:8](=[CH:9][C:10]([CH:12]=[CH:13]2)=[O:11])[CH2:7][CH2:6]3)[CH2:3]1.[C:29]1(=[O:35])[O:34][C:32](=[O:33])[CH2:31][CH2:30]1. (4) The reactants are: [Cl:1][C:2]1[CH:16]=[C:15]([N+:17]([O-])=O)[CH:14]=[CH:13][C:3]=1[O:4][CH:5]([CH3:12])[CH2:6][N:7]([CH2:10][CH3:11])[CH2:8][CH3:9].ClCCl.CO.N. Given the product [Cl:1][C:2]1[CH:16]=[C:15]([NH2:17])[CH:14]=[CH:13][C:3]=1[O:4][CH:5]([CH3:12])[CH2:6][N:7]([CH2:8][CH3:9])[CH2:10][CH3:11], predict the reactants needed to synthesize it. (5) Given the product [CH2:16]([O:15][C:2]1[C:3]2[CH:12]=[C:11]([CH2:13][CH3:14])[NH:10][C:4]=2[N:5]=[C:6]([S:8][CH3:9])[N:7]=1)[CH3:17], predict the reactants needed to synthesize it. The reactants are: Cl[C:2]1[C:3]2[CH:12]=[C:11]([CH2:13][CH3:14])[NH:10][C:4]=2[N:5]=[C:6]([S:8][CH3:9])[N:7]=1.[O-:15][CH2:16][CH3:17].[Na+].